This data is from NCI-60 drug combinations with 297,098 pairs across 59 cell lines. The task is: Regression. Given two drug SMILES strings and cell line genomic features, predict the synergy score measuring deviation from expected non-interaction effect. (1) Drug 1: CC12CCC3C(C1CCC2=O)CC(=C)C4=CC(=O)C=CC34C. Drug 2: CC1C(C(CC(O1)OC2CC(CC3=C2C(=C4C(=C3O)C(=O)C5=CC=CC=C5C4=O)O)(C(=O)C)O)N)O. Cell line: NCI-H322M. Synergy scores: CSS=46.6, Synergy_ZIP=1.85, Synergy_Bliss=3.74, Synergy_Loewe=-2.21, Synergy_HSA=3.00. (2) Drug 1: C1=CC(=CC=C1CCC2=CNC3=C2C(=O)NC(=N3)N)C(=O)NC(CCC(=O)O)C(=O)O. Drug 2: CS(=O)(=O)CCNCC1=CC=C(O1)C2=CC3=C(C=C2)N=CN=C3NC4=CC(=C(C=C4)OCC5=CC(=CC=C5)F)Cl. Cell line: NCIH23. Synergy scores: CSS=5.88, Synergy_ZIP=2.23, Synergy_Bliss=5.66, Synergy_Loewe=2.62, Synergy_HSA=4.60. (3) Drug 1: C1CCC(CC1)NC(=O)N(CCCl)N=O. Drug 2: C#CCC(CC1=CN=C2C(=N1)C(=NC(=N2)N)N)C3=CC=C(C=C3)C(=O)NC(CCC(=O)O)C(=O)O. Cell line: SK-OV-3. Synergy scores: CSS=6.37, Synergy_ZIP=-2.51, Synergy_Bliss=-1.92, Synergy_Loewe=-6.34, Synergy_HSA=-2.12. (4) Cell line: SF-295. Drug 2: CC12CCC3C(C1CCC2OP(=O)(O)O)CCC4=C3C=CC(=C4)OC(=O)N(CCCl)CCCl.[Na+]. Synergy scores: CSS=52.1, Synergy_ZIP=-3.44, Synergy_Bliss=-4.79, Synergy_Loewe=-2.94, Synergy_HSA=-2.75. Drug 1: CC(C)CN1C=NC2=C1C3=CC=CC=C3N=C2N. (5) Drug 1: CN(C)N=NC1=C(NC=N1)C(=O)N. Drug 2: CS(=O)(=O)CCNCC1=CC=C(O1)C2=CC3=C(C=C2)N=CN=C3NC4=CC(=C(C=C4)OCC5=CC(=CC=C5)F)Cl. Cell line: MOLT-4. Synergy scores: CSS=-5.98, Synergy_ZIP=-2.04, Synergy_Bliss=-7.84, Synergy_Loewe=-10.7, Synergy_HSA=-10.4. (6) Drug 1: CCC1(CC2CC(C3=C(CCN(C2)C1)C4=CC=CC=C4N3)(C5=C(C=C6C(=C5)C78CCN9C7C(C=CC9)(C(C(C8N6C)(C(=O)OC)O)OC(=O)C)CC)OC)C(=O)OC)O.OS(=O)(=O)O. Drug 2: C1CN(CCN1C(=O)CCBr)C(=O)CCBr. Cell line: MCF7. Synergy scores: CSS=14.0, Synergy_ZIP=-3.61, Synergy_Bliss=1.81, Synergy_Loewe=0.692, Synergy_HSA=0.446.